This data is from hERG potassium channel inhibition data for cardiac toxicity prediction from Karim et al.. The task is: Regression/Classification. Given a drug SMILES string, predict its toxicity properties. Task type varies by dataset: regression for continuous values (e.g., LD50, hERG inhibition percentage) or binary classification for toxic/non-toxic outcomes (e.g., AMES mutagenicity, cardiotoxicity, hepatotoxicity). Dataset: herg_karim. (1) The molecule is CN(C)C(=O)COc1ccc2c(c1)Cc1c-2n[nH]c1-c1csc(C#CCOc2ccccc2)c1. The result is 0 (non-blocker). (2) The result is 1 (blocker). The molecule is Cc1cccnc1CN1CCC2(CC1)C(=O)N(c1ccc(-n3cccn3)cc1)C(=O)N2c1cc(O)ncn1. (3) The molecule is O[C@@H](c1cc(C(F)(F)F)nc2c(C(F)(F)F)cccc12)[C@H]1CCCC[N+]1. The result is 0 (non-blocker). (4) The compound is NC1=N[C@@]2(CO1)c1cc(-c3cccnc3F)ccc1Oc1cnc(-c3ccnc(F)c3)cc12. The result is 0 (non-blocker). (5) The compound is C1=C2CCCN[C@H]2[C@@H]2C[C@H]1[C@H]1CCCCN1C2. The result is 0 (non-blocker).